Dataset: Full USPTO retrosynthesis dataset with 1.9M reactions from patents (1976-2016). Task: Predict the reactants needed to synthesize the given product. (1) Given the product [CH2:1]([N:8]1[CH2:9][CH2:10][P:11]([C:14]2[CH:19]=[CH:18][C:17]([NH2:20])=[C:16]([O:23][CH3:24])[CH:15]=2)(=[O:25])[CH2:12][CH2:13]1)[C:2]1[CH:7]=[CH:6][CH:5]=[CH:4][CH:3]=1, predict the reactants needed to synthesize it. The reactants are: [CH2:1]([N:8]1[CH2:13][CH2:12][P:11](=[O:25])([C:14]2[CH:19]=[CH:18][C:17]([N+:20]([O-])=O)=[C:16]([O:23][CH3:24])[CH:15]=2)[CH2:10][CH2:9]1)[C:2]1[CH:7]=[CH:6][CH:5]=[CH:4][CH:3]=1.C(O)C.Cl. (2) Given the product [CH2:17]([O:10][C:8]1[CH:7]=[CH:6][C:3]([C:4]#[N:5])=[C:2]([F:1])[CH:9]=1)[C:18]1[CH:23]=[CH:22][CH:21]=[CH:20][CH:19]=1, predict the reactants needed to synthesize it. The reactants are: [F:1][C:2]1[CH:9]=[C:8]([OH:10])[CH:7]=[CH:6][C:3]=1[C:4]#[N:5].C(=O)([O-])[O-].[K+].[K+].[CH2:17](Br)[C:18]1[CH:23]=[CH:22][CH:21]=[CH:20][CH:19]=1. (3) The reactants are: [C:1]([N:4]1[C:13]2[C:8](=[CH:9][C:10]([C:14]3[O:18][N:17]=[C:16]([CH2:19][NH:20]C(OC(C)(C)C)=O)[N:15]=3)=[CH:11][CH:12]=2)[C@H:7]([NH:28][C:29](=[O:34])[O:30][CH:31]([CH3:33])[CH3:32])[CH2:6][C@@H:5]1[CH3:35])(=[O:3])[CH3:2].[ClH:36]. Given the product [ClH:36].[C:1]([N:4]1[C:13]2[C:8](=[CH:9][C:10]([C:14]3[O:18][N:17]=[C:16]([CH2:19][NH2:20])[N:15]=3)=[CH:11][CH:12]=2)[C@H:7]([NH:28][C:29](=[O:34])[O:30][CH:31]([CH3:32])[CH3:33])[CH2:6][C@@H:5]1[CH3:35])(=[O:3])[CH3:2], predict the reactants needed to synthesize it.